This data is from Forward reaction prediction with 1.9M reactions from USPTO patents (1976-2016). The task is: Predict the product of the given reaction. (1) The product is: [OH:18][CH2:17][C:16]1[CH:21]=[CH:22][C:13]([CH2:12][N:8]2[C:9]3[C:10](=[O:11])[N:2]([CH3:1])[C:3](=[O:29])[N:4]([CH3:28])[C:5]=3[N:6]=[C:7]2[CH2:23][O:24][CH2:25][CH2:26][CH3:27])=[CH:14][CH:15]=1. Given the reactants [CH3:1][N:2]1[C:10](=[O:11])[C:9]2[N:8]([CH2:12][C:13]3[CH:22]=[CH:21][C:16]([C:17](OC)=[O:18])=[CH:15][CH:14]=3)[C:7]([CH2:23][O:24][CH2:25][CH2:26][CH3:27])=[N:6][C:5]=2[N:4]([CH3:28])[C:3]1=[O:29].[BH4-].[Li+].[Cl-].[NH4+], predict the reaction product. (2) The product is: [CH3:1][C:2]1[S:3][C:4]([C:20]2[S:24][C:23]([C:25]3[N:29]4[N:30]=[C:31]([CH3:39])[CH:32]=[C:33]([CH:34]([CH2:37][CH3:38])[CH2:35][CH3:36])[C:28]4=[N:27][C:26]=3[CH3:40])=[C:22]([CH3:41])[CH:21]=2)=[C:5]([CH3:7])[N:6]=1. Given the reactants [CH3:1][C:2]1[S:3][CH:4]=[C:5]([CH3:7])[N:6]=1.C([Li])(C)(C)C.CCCCCC.Br[C:20]1[S:24][C:23]([C:25]2[N:29]3[N:30]=[C:31]([CH3:39])[CH:32]=[C:33]([CH:34]([CH2:37][CH3:38])[CH2:35][CH3:36])[C:28]3=[N:27][C:26]=2[CH3:40])=[C:22]([CH3:41])[CH:21]=1, predict the reaction product. (3) Given the reactants [Cl:1][C:2]1[CH:9]=[C:8]([Cl:10])[CH:7]=[CH:6][C:3]=1[CH:4]=O.[CH3:11][C:12]1([CH3:20])[O:19][C:17](=[O:18])[CH2:16][C:14](=[O:15])[O:13]1.N1CCCC1C(O)=O.[F:29][C:30]1[CH:31]=[C:32]2[C:36](=[C:37]([CH2:39][S:40][CH3:41])[CH:38]=1)[NH:35][CH:34]=[CH:33]2, predict the reaction product. The product is: [Cl:1][C:2]1[CH:9]=[C:8]([Cl:10])[CH:7]=[CH:6][C:3]=1[CH:4]([C:33]1[C:32]2[C:36](=[C:37]([CH2:39][S:40][CH3:41])[CH:38]=[C:30]([F:29])[CH:31]=2)[NH:35][CH:34]=1)[CH:16]1[C:17](=[O:18])[O:19][C:12]([CH3:20])([CH3:11])[O:13][C:14]1=[O:15]. (4) Given the reactants [C:1]([O:4][C:5]1[CH:10]=[CH:9][C:8]([NH:11][CH:12]=[O:13])=[C:7]([N+:14]([O-])=O)[CH:6]=1)(=[O:3])[CH3:2], predict the reaction product. The product is: [C:1]([O:4][C:5]1[CH:10]=[CH:9][C:8]([NH:11][CH:12]=[O:13])=[C:7]([NH2:14])[CH:6]=1)(=[O:3])[CH3:2]. (5) The product is: [CH3:1][O:2][C:3]1[CH:8]=[CH:7][CH:6]=[CH:5][C:4]=1[C:9]1[N:10]=[C:11]([O:14][CH2:16][C:17]2[C:22]([CH3:23])=[CH:21][CH:20]=[CH:19][C:18]=2[N:24]2[C:28](=[O:29])[N:27]([CH3:30])[N:26]=[N:25]2)[O:12][CH:13]=1. Given the reactants [CH3:1][O:2][C:3]1[CH:8]=[CH:7][CH:6]=[CH:5][C:4]=1[C:9]1[NH:10][C:11](=[O:14])[O:12][CH:13]=1.Br[CH2:16][C:17]1[C:22]([CH3:23])=[CH:21][CH:20]=[CH:19][C:18]=1[N:24]1[C:28](=[O:29])[N:27]([CH3:30])[N:26]=[N:25]1.C(=O)([O-])[O-].[K+].[K+].CN(C)C=O, predict the reaction product. (6) Given the reactants C(O[C:6](=O)[N:7](C)[CH:8]([C:10](=[O:41])[NH:11][CH:12]1[CH:20]2[C:21](=[O:40])[CH2:22][CH:23]([C:25](=[O:39])[NH:26][CH:27]([C:29]3[CH:38]=[CH:37][C:36]4[C:31](=[CH:32][CH:33]=[CH:34][CH:35]=4)[CH:30]=3)[CH3:28])[CH2:24][N:18]3[C:19]2=[C:15]([CH:16]=[CH:17]3)[CH2:14][CH2:13]1)[CH3:9])(C)(C)C.C(O)(C(F)(F)F)=O.CCCCCCC, predict the reaction product. The product is: [CH:30]1[C:31]2[C:36](=[CH:35][CH:34]=[CH:33][CH:32]=2)[CH:37]=[CH:38][C:29]=1[CH:27]([NH:26][C:25]([CH:23]1[CH2:24][N:18]2[C:19]3[CH:20]([CH:12]([NH:11][C:10](=[O:41])[CH:8]([NH:7][CH3:6])[CH3:9])[CH2:13][CH2:14][C:15]=3[CH:16]=[CH:17]2)[C:21](=[O:40])[CH2:22]1)=[O:39])[CH3:28]. (7) Given the reactants [N+:1]([C:4]1[CH:9]=[CH:8][CH:7]=[C:6]([S:10]([N:13]2[CH2:17][CH2:16][CH2:15][CH2:14]2)(=[O:12])=[O:11])[C:5]=1[OH:18])([O-])=O, predict the reaction product. The product is: [NH2:1][C:4]1[CH:9]=[CH:8][CH:7]=[C:6]([S:10]([N:13]2[CH2:17][CH2:16][CH2:15][CH2:14]2)(=[O:12])=[O:11])[C:5]=1[OH:18].